Dataset: Forward reaction prediction with 1.9M reactions from USPTO patents (1976-2016). Task: Predict the product of the given reaction. (1) Given the reactants [CH3:1][O:2][C:3]1[CH:4]=[C:5]([C:13]([C:15]2[CH:20]=[C:19]([O:21][CH3:22])[C:18]([O:23][CH3:24])=[C:17]([O:25][CH3:26])[CH:16]=2)=O)[CH:6]=[C:7]([O:11][CH3:12])[C:8]=1[O:9][CH3:10].C(OP([CH2:35][C:36]#[N:37])(=O)OCC)C.C[Si]([N-][Si](C)(C)C)(C)C.[K+].O1C2C=CC(C(C3C=C(OC)C=C(OC)C=3)=CC#N)=CC=2OCC1, predict the reaction product. The product is: [CH3:1][O:2][C:3]1[CH:4]=[C:5]([C:13]([C:15]2[CH:20]=[C:19]([O:21][CH3:22])[C:18]([O:23][CH3:24])=[C:17]([O:25][CH3:26])[CH:16]=2)=[CH:35][C:36]#[N:37])[CH:6]=[C:7]([O:11][CH3:12])[C:8]=1[O:9][CH3:10]. (2) Given the reactants [C:1]1([S:7]([N:10]2[C:14]3=[N:15][CH:16]=[C:17]([NH:19][C:20](=[O:26])[O:21][C:22]([CH3:25])([CH3:24])[CH3:23])[CH:18]=[C:13]3[CH:12]=[CH:11]2)(=[O:9])=[O:8])[CH:6]=[CH:5][CH:4]=[CH:3][CH:2]=1.C([Li])(C)(C)C.[Br:32]C(Cl)(Cl)C(Br)(Cl)Cl, predict the reaction product. The product is: [C:1]1([S:7]([N:10]2[C:14]3=[N:15][CH:16]=[C:17]([NH:19][C:20](=[O:26])[O:21][C:22]([CH3:23])([CH3:25])[CH3:24])[CH:18]=[C:13]3[CH:12]=[C:11]2[Br:32])(=[O:9])=[O:8])[CH:2]=[CH:3][CH:4]=[CH:5][CH:6]=1. (3) Given the reactants [F:1][C:2]1[C:9](I)=[CH:8][C:5]([C:6]#[N:7])=[C:4]([O:11][CH3:12])[CH:3]=1.[Cl-].[Li+].[CH2:15]([Sn](CCCC)(CCCC)CCCC)[CH:16]=[CH2:17], predict the reaction product. The product is: [F:1][C:2]1[C:9]([CH2:17][CH:16]=[CH2:15])=[CH:8][C:5]([C:6]#[N:7])=[C:4]([O:11][CH3:12])[CH:3]=1.